Dataset: Forward reaction prediction with 1.9M reactions from USPTO patents (1976-2016). Task: Predict the product of the given reaction. (1) Given the reactants Cl[C:2]1[N:3]=[C:4]([N:19]2[CH2:23][CH2:22][C:21]([F:25])([F:24])[CH2:20]2)[C:5]2[N:10]=[N:9][N:8]([CH2:11][C:12]3[CH:17]=[CH:16][CH:15]=[CH:14][C:13]=3[Cl:18])[C:6]=2[N:7]=1.[F:26][C:27]([F:31])([F:30])[CH2:28][OH:29].[H-].[Na+].C(O)=O, predict the reaction product. The product is: [Cl:18][C:13]1[CH:14]=[CH:15][CH:16]=[CH:17][C:12]=1[CH2:11][N:8]1[C:6]2[N:7]=[C:2]([O:29][CH2:28][C:27]([F:31])([F:30])[F:26])[N:3]=[C:4]([N:19]3[CH2:23][CH2:22][C:21]([F:25])([F:24])[CH2:20]3)[C:5]=2[N:10]=[N:9]1. (2) Given the reactants C([O:8][C:9]1[CH:21]=[CH:20][C:19]([O:22][C:23]2[C:31]([CH3:32])=[CH:30][C:29]([N+:33]([O-])=O)=[C:28]3[C:24]=2[CH2:25][CH2:26][CH2:27]3)=[CH:18][C:10]=1[CH:11]=[C:12]1[CH2:17][CH2:16][O:15][CH2:14][CH2:13]1)C1C=CC=CC=1.[H][H], predict the reaction product. The product is: [NH2:33][C:29]1[CH:30]=[C:31]([CH3:32])[C:23]([O:22][C:19]2[CH:20]=[CH:21][C:9]([OH:8])=[C:10]([CH2:11][CH:12]3[CH2:17][CH2:16][O:15][CH2:14][CH2:13]3)[CH:18]=2)=[C:24]2[C:28]=1[CH2:27][CH2:26][CH2:25]2.